Dataset: Reaction yield outcomes from USPTO patents with 853,638 reactions. Task: Predict the reaction yield, written as a fraction of the theoretical maximum amount of product (1.0 means a 100% yield; for example, 0.34 means a 34% yield). (1) The reactants are C([O:8][C@@H:9]([C:11]1[O:12][C:13]2[C:18]([C:19](=[O:28])[C:20]=1[C:21]1[CH:26]=[CH:25][CH:24]=[C:23]([F:27])[CH:22]=1)=[CH:17][CH:16]=[CH:15][CH:14]=2)[CH3:10])C1C=CC=CC=1.B(Br)(Br)Br. The catalyst is ClCCl. The product is [F:27][C:23]1[CH:22]=[C:21]([C:20]2[C:19](=[O:28])[C:18]3[C:13](=[CH:14][CH:15]=[CH:16][CH:17]=3)[O:12][C:11]=2[C@H:9]([OH:8])[CH3:10])[CH:26]=[CH:25][CH:24]=1. The yield is 0.800. (2) The reactants are [C:1](S)([CH3:4])([CH3:3])[CH3:2].C[O-].[Na+].[CH:9](Br)([CH3:11])[CH3:10].O[O:14][S:15]([O-:17])=O.[K+]. The catalyst is CS(C)=O.CO.O. The product is [CH:9]([S:15]([C:1]([CH3:4])([CH3:3])[CH3:2])(=[O:17])=[O:14])([CH3:11])[CH3:10]. The yield is 0.560. (3) The reactants are [CH2:1]([N:3]1[C:12]2[C:7](=[N:8][CH:9]=[C:10]([CH2:13][C:14]3[CH:19]=[CH:18][C:17]([F:20])=[CH:16][CH:15]=3)[CH:11]=2)[C:6]([OH:21])=[C:5]([C:22]([O:24]CC)=O)[C:4]1=[O:27])[CH3:2].[NH2:28][CH2:29][CH2:30][N:31]([CH3:36])[S:32]([CH3:35])(=[O:34])=[O:33]. No catalyst specified. The product is [CH2:1]([N:3]1[C:12]2[C:7](=[N:8][CH:9]=[C:10]([CH2:13][C:14]3[CH:19]=[CH:18][C:17]([F:20])=[CH:16][CH:15]=3)[CH:11]=2)[C:6]([OH:21])=[C:5]([C:22]([NH:28][CH2:29][CH2:30][N:31]([CH3:36])[S:32]([CH3:35])(=[O:34])=[O:33])=[O:24])[C:4]1=[O:27])[CH3:2]. The yield is 0.670. (4) The reactants are Br[CH:2]([CH2:9][C:10]([O:12][CH3:13])=[O:11])[C:3](=O)[C:4]([O:6][CH3:7])=[O:5].CO.[CH:16](=[S:18])[NH2:17]. No catalyst specified. The product is [CH3:13][O:12][C:10](=[O:11])[CH2:9][C:2]1[S:18][CH:16]=[N:17][C:3]=1[C:4]([O:6][CH3:7])=[O:5]. The yield is 0.650. (5) The reactants are [CH:1]1([C:9]([OH:11])=O)[C:3]2([CH2:8][CH2:7][CH2:6][CH2:5][CH2:4]2)[CH2:2]1.C(N1C=CN=C1)(N1C=CN=C1)=O.Cl.C[O:26][C:27](=[O:30])[CH2:28][NH2:29].[OH-].[Na+].Cl. The catalyst is COCCOC.C(OCC)(=O)C.O. The product is [CH:1]1([C:9]([NH:29][CH2:28][C:27]([OH:30])=[O:26])=[O:11])[C:3]2([CH2:4][CH2:5][CH2:6][CH2:7][CH2:8]2)[CH2:2]1. The yield is 0.650. (6) The reactants are [CH2:1]([OH:4])[CH2:2][OH:3].[H-].[Na+].[Cl:7][C:8]1[N:9]=[N:10][C:11]([Cl:15])=[CH:12][C:13]=1Cl.BrC1C(Cl)=C(Cl)N=NC=1. The catalyst is O1CCCC1. The product is [Cl:7][C:8]1[N:9]=[N:10][C:11]([Cl:15])=[CH:12][C:13]=1[O:3][CH2:2][CH2:1][OH:4]. The yield is 0.830.